Binary Classification. Given a drug SMILES string, predict its activity (active/inactive) in a high-throughput screening assay against a specified biological target. From a dataset of Cav3 T-type calcium channel HTS with 100,875 compounds. (1) The compound is o1c(nc(N2CCN(CC2)c2c(cccc2C)C)c(c1=O)C#N)N(C)C. The result is 0 (inactive). (2) The drug is S(Cc1nc2n(c1)cccn2)c1c(N)cccc1. The result is 0 (inactive). (3) The molecule is O=C(NCCc1n(c2c(n1)cccc2)CC(C)=C)CC. The result is 0 (inactive). (4) The result is 0 (inactive). The molecule is S(=O)(=O)(CC(O)(C)C(=O)Nc1cc(ccc1)C(F)(F)F)Cc1ccccc1. (5) The molecule is O(c1nc(cc(c1C#N)C)C)CC(=O)c1ccc(OC)cc1. The result is 0 (inactive). (6) The molecule is O(C(=O)C=1C(NC(=O)N(C1C)CCCC(O)=O)c1cc2OCOc2cc1)Cc1ccccc1. The result is 0 (inactive). (7) The drug is Clc1c(c2n(Cc3occc3)c(SCC(=O)Nc3ccc(OCC)cc3)nn2)cccc1. The result is 1 (active).